This data is from Peptide-MHC class II binding affinity with 134,281 pairs from IEDB. The task is: Regression. Given a peptide amino acid sequence and an MHC pseudo amino acid sequence, predict their binding affinity value. This is MHC class II binding data. (1) The peptide sequence is QEMENFLGPIAVGGL. The MHC is HLA-DQA10102-DQB10501 with pseudo-sequence HLA-DQA10102-DQB10501. The binding affinity (normalized) is 0.756. (2) The binding affinity (normalized) is 0.571. The peptide sequence is KAAVAAAASVPAADK. The MHC is DRB1_1001 with pseudo-sequence DRB1_1001.